Dataset: Reaction yield outcomes from USPTO patents with 853,638 reactions. Task: Predict the reaction yield, written as a fraction of the theoretical maximum amount of product (1.0 means a 100% yield; for example, 0.34 means a 34% yield). (1) The reactants are ClC1N=C(NNCC#C)N=C(NNCCC)N=1.[CH2:18]([NH2:21])[CH2:19][CH3:20].CN(C)[C:24]1[N:29]=[C:28]([NH:30][CH2:31][CH2:32][CH3:33])[N:27]=[C:26]([NH:34][CH2:35][C:36]#[CH:37])[N:25]=1. No catalyst specified. The product is [CH2:18]([NH:21][C:24]1[N:25]=[C:26]([NH:34][CH2:35][CH2:36][CH3:37])[N:27]=[C:28]([NH:30][CH2:31][C:32]#[CH:33])[N:29]=1)[CH2:19][CH3:20]. The yield is 0.880. (2) The yield is 0.620. The reactants are [F:1][C:2]1[CH:16]=[CH:15][C:5]([O:6][C:7]2[CH:8]=[C:9]([CH2:13][NH2:14])[CH:10]=[CH:11][CH:12]=2)=[CH:4][CH:3]=1.[C:17]1([CH2:23][CH2:24][CH2:25][CH:26]=O)[CH:22]=[CH:21][CH:20]=[CH:19][CH:18]=1.[BH4-].[Na+]. The product is [F:1][C:2]1[CH:16]=[CH:15][C:5]([O:6][C:7]2[CH:8]=[C:9]([CH:10]=[CH:11][CH:12]=2)[CH2:13][NH:14][CH2:26][CH2:25][CH2:24][CH2:23][C:17]2[CH:22]=[CH:21][CH:20]=[CH:19][CH:18]=2)=[CH:4][CH:3]=1. The catalyst is CO. (3) The reactants are C[O:2][C:3]([C:5]1[CH:6]=[C:7]([C:11]2[CH:16]=[C:15]([C:17]3[N:21]([CH2:22][CH2:23][CH2:24][O:25][CH3:26])[N:20]=[N:19][N:18]=3)[C:14]([O:27][CH2:28][C:29]3[CH:34]=[CH:33][CH:32]=[CH:31][CH:30]=3)=[CH:13][C:12]=2[O:35][CH2:36][C:37]2[CH:42]=[CH:41][CH:40]=[CH:39][CH:38]=2)[CH:8]=[CH:9][CH:10]=1)=[O:4].[Li+].[OH-].Cl. The catalyst is C1COCC1.O. The product is [CH2:36]([O:35][C:12]1[CH:13]=[C:14]([O:27][CH2:28][C:29]2[CH:30]=[CH:31][CH:32]=[CH:33][CH:34]=2)[C:15]([C:17]2[N:21]([CH2:22][CH2:23][CH2:24][O:25][CH3:26])[N:20]=[N:19][N:18]=2)=[CH:16][C:11]=1[C:7]1[CH:8]=[CH:9][CH:10]=[C:5]([C:3]([OH:4])=[O:2])[CH:6]=1)[C:37]1[CH:38]=[CH:39][CH:40]=[CH:41][CH:42]=1. The yield is 1.00. (4) The reactants are [F:1][C:2]1[CH:17]=[C:16]([CH:18]=O)[CH:15]=[CH:14][C:3]=1[O:4][C:5]1[CH:6]=[CH:7][C:8]([C:11]([NH2:13])=[O:12])=[N:9][CH:10]=1.[N:20]1[CH:25]=[CH:24][CH:23]=[C:22]([CH2:26][CH2:27][NH2:28])[CH:21]=1. No catalyst specified. The product is [F:1][C:2]1[CH:17]=[C:16]([CH2:18][NH:28][CH2:27][CH2:26][C:22]2[CH:21]=[N:20][CH:25]=[CH:24][CH:23]=2)[CH:15]=[CH:14][C:3]=1[O:4][C:5]1[CH:6]=[CH:7][C:8]([C:11]([NH2:13])=[O:12])=[N:9][CH:10]=1. The yield is 0.822. (5) The reactants are [NH2:1][C:2]1[CH:25]=[CH:24][C:5]([CH2:6][C:7]2[N:12]=[C:11]([CH3:13])[C:10]([CH2:14][C:15]([O:17][CH3:18])=[O:16])=[C:9]([N:19]3[CH2:23][CH2:22][CH2:21][CH2:20]3)[N:8]=2)=[CH:4][CH:3]=1.C1CN([P+](ON2N=NC3C=CC=CC2=3)(N2CCCC2)N2CCCC2)CC1.F[P-](F)(F)(F)(F)F.[CH:59]1[C:68]2[C:63](=[CH:64][CH:65]=[CH:66][CH:67]=2)[CH:62]=[CH:61][C:60]=1[C:69](O)=[O:70].C(N(CC)C(C)C)(C)C. The catalyst is C1COCC1.O. The product is [CH3:13][C:11]1[C:10]([CH2:14][C:15]([O:17][CH3:18])=[O:16])=[C:9]([N:19]2[CH2:20][CH2:21][CH2:22][CH2:23]2)[N:8]=[C:7]([CH2:6][C:5]2[CH:4]=[CH:3][C:2]([NH:1][C:69]([C:60]3[CH:61]=[CH:62][C:63]4[C:68](=[CH:67][CH:66]=[CH:65][CH:64]=4)[CH:59]=3)=[O:70])=[CH:25][CH:24]=2)[N:12]=1. The yield is 0.360.